This data is from Forward reaction prediction with 1.9M reactions from USPTO patents (1976-2016). The task is: Predict the product of the given reaction. (1) Given the reactants CC1CC(=O)CCC(C2N(C)N=CC=2[N+]([O-])=O)O1.[CH3:19][N:20]1[C:24]([CH:25]2[O:32][C:29]3([CH2:31][CH2:30]3)[CH2:28][CH:27]([CH2:33][CH3:34])[O:26]2)=[C:23]([N+:35]([O-:37])=[O:36])[CH:22]=[N:21]1, predict the reaction product. The product is: [CH2:31]([CH:29]1[CH2:28][C:27](=[O:26])[CH2:33][CH2:34][CH:25]([C:24]2[N:20]([CH3:19])[N:21]=[CH:22][C:23]=2[N+:35]([O-:37])=[O:36])[O:32]1)[CH3:30]. (2) Given the reactants [CH3:1][O:2][C:3]1[CH:12]=[CH:11][C:10]2[C:5](=[CH:6][CH:7]=[C:8]([C:13]3[CH:18]=[CH:17][C:16]([O:19][CH3:20])=[CH:15][C:14]=3[N+:21]([O-])=O)[CH:9]=2)[CH:4]=1, predict the reaction product. The product is: [CH3:20][O:19][C:16]1[CH:17]=[CH:18][C:13]([C:8]2[CH:7]=[CH:6][C:5]3[C:10](=[CH:11][CH:12]=[C:3]([O:2][CH3:1])[CH:4]=3)[CH:9]=2)=[C:14]([NH2:21])[CH:15]=1. (3) The product is: [NH:28]1[C:29]2[C:25](=[CH:24][C:23]([NH:22][C:19]3[CH:18]=[CH:17][N:16]=[C:15]4[CH:14]=[C:13]([C:6]5[CH:7]=[CH:8][C:3]([O:2][CH3:1])=[CH:4][CH:5]=5)[S:21][C:20]=34)=[CH:31][CH:30]=2)[CH:26]=[CH:27]1. Given the reactants [CH3:1][O:2][C:3]1[CH:8]=[CH:7][C:6](B(O)O)=[CH:5][CH:4]=1.Br[C:13]1[S:21][C:20]2[C:15](=[N:16][CH:17]=[CH:18][C:19]=2[NH:22][C:23]2[CH:24]=[C:25]3[C:29](=[CH:30][CH:31]=2)[NH:28][CH:27]=[CH:26]3)[CH:14]=1, predict the reaction product. (4) Given the reactants CC1C=CC(C([O:8][C@H:9]2[CH2:13][C@H:12]([N:14]3[C:18]4[N:19]=[CH:20][N:21]=[C:22](Cl)[C:17]=4[C:16]([Cl:24])=[CH:15]3)[O:11][C@@H:10]2[CH2:25][O:26]C(=O)C2C=CC(C)=CC=2)=O)=CC=1.[NH3:38], predict the reaction product. The product is: [NH2:38][C:22]1[C:17]2[C:16]([Cl:24])=[CH:15][N:14]([C@@H:12]3[O:11][C@H:10]([CH2:25][OH:26])[C@@H:9]([OH:8])[CH2:13]3)[C:18]=2[N:19]=[CH:20][N:21]=1. (5) Given the reactants C(O[BH-](OC(=O)C)OC(=O)C)(=O)C.[Na+].[NH:15]1[C:23]2[C:18](=[N:19][CH:20]=[CH:21][CH:22]=2)[C:17]([CH:24]2[CH2:29][CH2:28][C:27](=O)[CH2:26][CH2:25]2)=[CH:16]1.[NH:31]1[CH2:35][CH2:34][CH2:33][CH2:32]1, predict the reaction product. The product is: [N:31]1([CH:27]2[CH2:28][CH2:29][CH:24]([C:17]3[C:18]4=[N:19][CH:20]=[CH:21][CH:22]=[C:23]4[NH:15][CH:16]=3)[CH2:25][CH2:26]2)[CH2:35][CH2:34][CH2:33][CH2:32]1. (6) Given the reactants [CH3:1][C:2]1[CH:7]=[C:6]([CH3:8])[CH:5]=[CH:4][C:3]=1[N:9]([CH2:28][CH:29]([CH3:31])[CH3:30])[S:10]([C:13]1[CH:18]=[CH:17][C:16]([O:19][CH2:20][CH:21]2[CH2:26][CH2:25][O:24][CH2:23][CH2:22]2)=[CH:15][C:14]=1[OH:27])(=[O:12])=[O:11].[CH2:32](O)[CH3:33].C(P(CCCC)(CCCC)=CC#N)CCC, predict the reaction product. The product is: [CH3:1][C:2]1[CH:7]=[C:6]([CH3:8])[CH:5]=[CH:4][C:3]=1[N:9]([CH2:28][CH:29]([CH3:31])[CH3:30])[S:10]([C:13]1[CH:18]=[CH:17][C:16]([O:19][CH2:20][CH:21]2[CH2:22][CH2:23][O:24][CH2:25][CH2:26]2)=[CH:15][C:14]=1[O:27][CH2:32][CH3:33])(=[O:11])=[O:12]. (7) Given the reactants [CH3:1][O:2][C:3]([CH:5]1[C:9](=O)[CH2:8][S:7][CH2:6]1)=[O:4].Cl.[NH2:12][OH:13], predict the reaction product. The product is: [CH3:1][O:2][C:3]([CH:5]1[C:9](=[N:12][OH:13])[CH2:8][S:7][CH2:6]1)=[O:4]. (8) The product is: [NH2:7][CH:4]([CH2:5][CH3:6])[CH:3]([OH:10])[C:2]([F:12])([F:11])[F:1]. Given the reactants [F:1][C:2]([F:12])([F:11])[CH:3]([OH:10])[CH:4]([N+:7]([O-])=O)[CH2:5][CH3:6], predict the reaction product. (9) Given the reactants [CH3:1][NH2:2].CO[C:5]([C:7]1[N:8]=[C:9]([CH:12]([OH:37])[CH2:13][CH:14]([N:18]([CH3:36])[C:19](=[O:35])[CH:20]([NH:25][C:26]([CH:28]2[CH2:33][CH2:32][CH2:31][CH2:30][N:29]2[CH3:34])=[O:27])[CH:21]([CH3:24])[CH2:22][CH3:23])[CH:15]([CH3:17])[CH3:16])[S:10][CH:11]=1)=[O:6], predict the reaction product. The product is: [OH:37][CH:12]([C:9]1[S:10][CH:11]=[C:7]([C:5](=[O:6])[NH:2][CH3:1])[N:8]=1)[CH2:13][CH:14]([N:18]([CH3:36])[C:19]([CH:20]([NH:25][C:26]([CH:28]1[CH2:33][CH2:32][CH2:31][CH2:30][N:29]1[CH3:34])=[O:27])[CH:21]([CH3:24])[CH2:22][CH3:23])=[O:35])[CH:15]([CH3:16])[CH3:17].